From a dataset of Forward reaction prediction with 1.9M reactions from USPTO patents (1976-2016). Predict the product of the given reaction. (1) Given the reactants [CH2:1]([C@:8]12[CH2:18][CH2:17][C:16](=[O:19])[CH2:15][C@H:14]1[CH2:13][CH2:12][CH2:11][N:10]1[CH:20]=[C:21]([C:23]([O:25]CC)=[O:24])[CH:22]=[C:9]21)[C:2]1[CH:7]=[CH:6][CH:5]=[CH:4][CH:3]=1.[CH2:28]([C@@:35]12[CH2:45][CH2:44][C:43](=[O:46])[CH2:42][C@@H:41]1[CH2:40][CH2:39][CH2:38][N:37]1[CH:47]=[C:48]([C:50]([O:52]CC)=[O:51])[CH:49]=[C:36]21)[C:29]1[CH:34]=[CH:33][CH:32]=[CH:31][CH:30]=1.[Li+].[OH-].Cl, predict the reaction product. The product is: [CH2:1]([C@:8]12[CH2:18][CH2:17][C:16](=[O:19])[CH2:15][C@H:14]1[CH2:13][CH2:12][CH2:11][N:10]1[CH:20]=[C:21]([C:23]([OH:25])=[O:24])[CH:22]=[C:9]21)[C:2]1[CH:3]=[CH:4][CH:5]=[CH:6][CH:7]=1.[CH2:28]([C@@:35]12[CH2:45][CH2:44][C:43](=[O:46])[CH2:42][C@@H:41]1[CH2:40][CH2:39][CH2:38][N:37]1[CH:47]=[C:48]([C:50]([OH:52])=[O:51])[CH:49]=[C:36]21)[C:29]1[CH:30]=[CH:31][CH:32]=[CH:33][CH:34]=1. (2) The product is: [Br:27][C:7]1[C:8](=[O:21])[N:9]([CH2:12][C:13]2[CH:18]=[CH:17][C:16]([F:19])=[CH:15][C:14]=2[F:20])[CH:10]=[CH:11][C:6]=1[O:5][CH2:4][C:3]1[CH:22]=[CH:23][C:24]([F:26])=[CH:25][C:2]=1[F:1]. Given the reactants [F:1][C:2]1[CH:25]=[C:24]([F:26])[CH:23]=[CH:22][C:3]=1[CH2:4][O:5][C:6]1[CH:11]=[CH:10][N:9]([CH2:12][C:13]2[CH:18]=[CH:17][C:16]([F:19])=[CH:15][C:14]=2[F:20])[C:8](=[O:21])[CH:7]=1.[Br:27]Br, predict the reaction product. (3) Given the reactants [NH2:1][C:2]1[N:10]=[CH:9][N:8]=[C:7]2[C:3]=1[N:4]=[C:5](Br)[N:6]2[CH2:11][CH2:12][O:13]C(=O)C.[I:18][C:19]1[CH:24]=[CH:23][C:22]([O:25][CH3:26])=[CH:21][C:20]=1[S-:27].[K+], predict the reaction product. The product is: [NH2:1][C:2]1[N:10]=[CH:9][N:8]=[C:7]2[C:3]=1[N:4]=[C:5]([S:27][C:20]1[CH:21]=[C:22]([O:25][CH3:26])[CH:23]=[CH:24][C:19]=1[I:18])[N:6]2[CH2:11][CH2:12][OH:13]. (4) The product is: [CH2:26]([O:25][C:23](=[O:24])[CH2:22][CH:2]([CH3:1])[C:3]([C:5]1[CH:10]=[CH:9][C:8]([O:11][CH3:12])=[CH:7][CH:6]=1)=[O:4])[CH3:27]. Given the reactants [CH3:1][CH2:2][C:3]([C:5]1[CH:10]=[CH:9][C:8]([O:11][CH3:12])=[CH:7][CH:6]=1)=[O:4].C([N-]C(C)C)(C)C.[Li+].Br[CH2:22][C:23]([O:25][CH2:26][CH3:27])=[O:24], predict the reaction product. (5) The product is: [CH:1]1([CH2:4][N:5]2[C:9]3[CH:10]=[CH:11][C:12]([S:14]([CH2:17][C:18]([NH:20][C:32]([NH2:29])=[O:36])([CH3:19])[CH3:21])(=[O:16])=[O:15])=[CH:13][C:8]=3[N:7]=[C:6]2[CH2:22][C:23]([CH3:26])([CH3:25])[CH3:24])[CH2:2][CH2:3]1. Given the reactants [CH:1]1([CH2:4][N:5]2[C:9]3[CH:10]=[CH:11][C:12]([S:14]([CH2:17][C:18]([CH3:21])([NH2:20])[CH3:19])(=[O:16])=[O:15])=[CH:13][C:8]=3[N:7]=[C:6]2[CH2:22][C:23]([CH3:26])([CH3:25])[CH3:24])[CH2:3][CH2:2]1.C([N:29]([CH2:32]C)CC)C.ClC(OC1C=CC([N+]([O-])=O)=CC=1)=[O:36].[OH-].[NH4+], predict the reaction product. (6) The product is: [Cl:46][C:36]1[C:28]2[C:27]3[CH:37]=[CH:23][CH:24]=[CH:25][C:26]=3[S:32][N:31]=[CH:30][C:29]=2[CH:33]=[CH:34][CH:35]=1. Given the reactants C1C2C(=O)NC3C=CC=CC=3SC=2C=CC=1.OCCOCC[C:23]1[CH:24]=[CH:25][C:26]2[S:32][N:31]=[CH:30][C:29]3[CH:33]=[CH:34][CH:35]=[CH:36][C:28]=3[C:27]=2[C:37]=1N1CCCCC1.P(Cl)(Cl)([Cl:46])=O, predict the reaction product. (7) Given the reactants [C:1]([NH:4][C:5](=[CH2:9])[C:6]([OH:8])=[O:7])(=[O:3])[CH3:2].C([O-])([O-])=O.[K+].[K+].[CH2:16](Br)[C:17]1[CH:22]=[CH:21][CH:20]=[CH:19][CH:18]=1, predict the reaction product. The product is: [C:1]([NH:4][C:5](=[CH2:9])[C:6]([O:8][CH2:16][C:17]1[CH:22]=[CH:21][CH:20]=[CH:19][CH:18]=1)=[O:7])(=[O:3])[CH3:2]. (8) Given the reactants [F:1][C:2]1[CH:19]=[CH:18][CH:17]=[CH:16][C:3]=1[O:4][C:5]1[N:10]=[CH:9][C:8]([CH2:11][C:12](Cl)=[N:13][OH:14])=[CH:7][CH:6]=1.O1CCCC1.[C:25]([C:27]1[CH:28]=[CH:29][C:30]([NH2:33])=[N:31][CH:32]=1)#[CH:26].C(N(CC)CC)C, predict the reaction product. The product is: [F:1][C:2]1[CH:19]=[CH:18][CH:17]=[CH:16][C:3]=1[O:4][C:5]1[N:10]=[CH:9][C:8]([CH2:11][C:12]2[CH:26]=[C:25]([C:27]3[CH:28]=[CH:29][C:30]([NH2:33])=[N:31][CH:32]=3)[O:14][N:13]=2)=[CH:7][CH:6]=1. (9) Given the reactants CO.[CH2:3]([C:15]1[CH:20]=[CH:19][C:18]([C:21]2[C:22](=[O:62])[C:23]([C:44]3[CH:49]=[CH:48][C:47]([CH2:50][CH2:51][CH2:52][CH2:53][CH2:54][CH2:55][CH2:56][CH2:57][CH2:58][CH2:59][CH2:60][CH3:61])=[CH:46][CH:45]=3)=[C:24]([C:32]3[CH:37]=[CH:36][CH:35]=[C:34]([C:38]#[C:39][Si](C)(C)C)[CH:33]=3)[C:25]=2[C:26]2[CH:31]=[CH:30][CH:29]=[CH:28][CH:27]=2)=[CH:17][CH:16]=1)[CH2:4][CH2:5][CH2:6][CH2:7][CH2:8][CH2:9][CH2:10][CH2:11][CH2:12][CH2:13][CH3:14].[F-].[K+], predict the reaction product. The product is: [CH2:50]([C:47]1[CH:48]=[CH:49][C:44]([C:23]2[C:22](=[O:62])[C:21]([C:18]3[CH:17]=[CH:16][C:15]([CH2:3][CH2:4][CH2:5][CH2:6][CH2:7][CH2:8][CH2:9][CH2:10][CH2:11][CH2:12][CH2:13][CH3:14])=[CH:20][CH:19]=3)=[C:25]([C:26]3[CH:31]=[CH:30][CH:29]=[CH:28][CH:27]=3)[C:24]=2[C:32]2[CH:37]=[CH:36][CH:35]=[C:34]([C:38]#[CH:39])[CH:33]=2)=[CH:45][CH:46]=1)[CH2:51][CH2:52][CH2:53][CH2:54][CH2:55][CH2:56][CH2:57][CH2:58][CH2:59][CH2:60][CH3:61]. (10) Given the reactants C(O)(=O)C.CO[CH:7]1[CH2:11][CH2:10][CH:9](OC)O1.[NH2:14][C:15]1[CH:16]=[C:17]([CH:36]=[CH:37][CH:38]=1)[C:18]([NH:20][C:21]1[CH:29]=[C:28]([C:30]2[CH:35]=[CH:34][CH:33]=[CH:32][CH:31]=2)[CH:27]=[CH:26][C:22]=1[C:23]([OH:25])=[O:24])=[O:19].C(=O)([O-])O.[Na+], predict the reaction product. The product is: [C:30]1([C:28]2[CH:27]=[CH:26][C:22]([C:23]([OH:25])=[O:24])=[C:21]([NH:20][C:18](=[O:19])[C:17]3[CH:36]=[CH:37][CH:38]=[C:15]([N:14]4[CH:7]=[CH:11][CH:10]=[CH:9]4)[CH:16]=3)[CH:29]=2)[CH:35]=[CH:34][CH:33]=[CH:32][CH:31]=1.